This data is from Full USPTO retrosynthesis dataset with 1.9M reactions from patents (1976-2016). The task is: Predict the reactants needed to synthesize the given product. (1) The reactants are: [NH:1]1[C:9]2[C:4](=[CH:5][C:6]([C:10]3[O:14][C:13]([NH:15][CH2:16][C:17]4[CH:22]=[CH:21][C:20]([O:23][CH3:24])=[CH:19][CH:18]=4)=[N:12][N:11]=3)=[CH:7][CH:8]=2)[CH:3]=[CH:2]1.[I:25]I.[OH-].[K+].S(=O)(O)[O-].[Na+]. Given the product [I:25][C:3]1[C:4]2[C:9](=[CH:8][CH:7]=[C:6]([C:10]3[O:14][C:13]([NH:15][CH2:16][C:17]4[CH:22]=[CH:21][C:20]([O:23][CH3:24])=[CH:19][CH:18]=4)=[N:12][N:11]=3)[CH:5]=2)[NH:1][CH:2]=1, predict the reactants needed to synthesize it. (2) Given the product [CH:46]([OH:47])=[O:65].[C:1]([C:5]1[CH:9]=[C:8]([NH:10][C:11]([NH:13][C@@H:14]2[C:23]3[C:18](=[CH:19][CH:20]=[CH:21][CH:22]=3)[C@H:17]([O:24][C:25]3[CH:26]=[CH:27][C:28]4[N:29]([C:31]([N:34]5[CH2:39][CH2:38][CH2:37][CH2:36][C@@H:35]5[CH3:40])=[N:32][N:33]=4)[CH:30]=3)[CH2:16][CH2:15]2)=[O:12])[N:7]([C:41]2[CH:54]=[CH:53][CH:52]=[C:43]([O:44][CH2:45][CH2:46][N:59]3[CH2:60][CH2:61][N:56]([CH3:55])[CH2:57][CH2:58]3)[CH:42]=2)[N:6]=1)([CH3:2])([CH3:3])[CH3:4], predict the reactants needed to synthesize it. The reactants are: [C:1]([C:5]1[CH:9]=[C:8]([NH:10][C:11]([NH:13][C@@H:14]2[C:23]3[C:18](=[CH:19][CH:20]=[CH:21][CH:22]=3)[C@H:17]([O:24][C:25]3[CH:26]=[CH:27][C:28]4[N:29]([C:31]([N:34]5[CH2:39][CH2:38][CH2:37][CH2:36][C@@H:35]5[CH3:40])=[N:32][N:33]=4)[CH:30]=3)[CH2:16][CH2:15]2)=[O:12])[N:7]([C:41]2[CH:42]=[C:43]([CH:52]=[CH:53][CH:54]=2)[O:44][CH2:45][CH2:46][O:47]S(C)(=O)=O)[N:6]=1)([CH3:4])([CH3:3])[CH3:2].[CH3:55][N:56]1[CH2:61][CH2:60][NH:59][CH2:58][CH2:57]1.C1C[O:65]CC1. (3) Given the product [C:6]([C:8]1[N:13]=[C:12]2[N:14]([C:18]3[CH:23]=[C:22]([O:24][CH2:25][C:26]4[C:31]([O:32][CH3:33])=[CH:30][CH:29]=[C:28]([F:34])[C:27]=4[F:35])[C:21]([O:36][CH3:37])=[CH:20][C:19]=3[F:38])[C:15](=[O:17])[NH:16][C:11]2=[CH:10][CH:9]=1)([OH:7])=[O:5], predict the reactants needed to synthesize it. The reactants are: C([O:5][C:6]([C:8]1[N:13]=[C:12]2[N:14]([C:18]3[CH:23]=[C:22]([O:24][CH2:25][C:26]4[C:31]([O:32][CH3:33])=[CH:30][CH:29]=[C:28]([F:34])[C:27]=4[F:35])[C:21]([O:36][CH3:37])=[CH:20][C:19]=3[F:38])[C:15](=[O:17])[NH:16][C:11]2=[CH:10][CH:9]=1)=[O:7])CCC.O1CCCC1.O.[OH-].[Li+].Cl. (4) The reactants are: [CH2:1]([NH:8][CH2:9][C@H:10]([NH:17][C:18](=[O:24])[O:19][C:20]([CH3:23])([CH3:22])[CH3:21])[C:11]1[CH:16]=[CH:15][CH:14]=[CH:13][CH:12]=1)[C:2]1[CH:7]=[CH:6][CH:5]=[CH:4][CH:3]=1.[CH2:25](N(CC)CC)C.C=O.[BH4-].[Na+]. Given the product [CH2:1]([N:8]([CH3:25])[CH2:9][C@H:10]([NH:17][C:18](=[O:24])[O:19][C:20]([CH3:21])([CH3:23])[CH3:22])[C:11]1[CH:12]=[CH:13][CH:14]=[CH:15][CH:16]=1)[C:2]1[CH:3]=[CH:4][CH:5]=[CH:6][CH:7]=1, predict the reactants needed to synthesize it. (5) Given the product [F:22][C:23]1[CH:30]=[CH:29][C:26]([CH2:27][N:3]2[C:2]([CH3:21])([CH3:1])[C:5](=[O:6])[N:4]2[CH:7]2[CH:8]3[CH2:9][C:10]4([C:17]([O:19][CH3:20])=[O:18])[CH2:11][CH:12]([CH2:13][CH:14]2[CH2:15]4)[CH2:16]3)=[CH:25][CH:24]=1, predict the reactants needed to synthesize it. The reactants are: [CH3:1][C:2]1([CH3:21])[C:5](=[O:6])[N:4]([CH:7]2[CH:14]3[CH2:15][C:10]4([C:17]([O:19][CH3:20])=[O:18])[CH2:11][CH:12]([CH2:16][CH:8]2[CH2:9]4)[CH2:13]3)[NH:3]1.[F:22][C:23]1[CH:30]=[CH:29][C:26]([CH2:27]Br)=[CH:25][CH:24]=1. (6) Given the product [C:18]([O:17][C:15]([NH:14][CH2:13][CH2:12][O:11][C:8]1[CH:9]=[CH:10][C:5]([C:4]([OH:22])=[O:3])=[CH:6][CH:7]=1)=[O:16])([CH3:21])([CH3:19])[CH3:20], predict the reactants needed to synthesize it. The reactants are: C([O:3][C:4](=[O:22])[C:5]1[CH:10]=[CH:9][C:8]([O:11][CH2:12][CH2:13][NH:14][C:15]([O:17][C:18]([CH3:21])([CH3:20])[CH3:19])=[O:16])=[CH:7][CH:6]=1)C.O[Li].O.